From a dataset of NCI-60 drug combinations with 297,098 pairs across 59 cell lines. Regression. Given two drug SMILES strings and cell line genomic features, predict the synergy score measuring deviation from expected non-interaction effect. (1) Drug 1: C1=CN(C=N1)CC(O)(P(=O)(O)O)P(=O)(O)O. Drug 2: C1C(C(OC1N2C=NC3=C2NC=NCC3O)CO)O. Cell line: 786-0. Synergy scores: CSS=0.568, Synergy_ZIP=-0.477, Synergy_Bliss=-1.83, Synergy_Loewe=-1.25, Synergy_HSA=-3.83. (2) Drug 1: CC1C(C(=O)NC(C(=O)N2CCCC2C(=O)N(CC(=O)N(C(C(=O)O1)C(C)C)C)C)C(C)C)NC(=O)C3=C4C(=C(C=C3)C)OC5=C(C(=O)C(=C(C5=N4)C(=O)NC6C(OC(=O)C(N(C(=O)CN(C(=O)C7CCCN7C(=O)C(NC6=O)C(C)C)C)C)C(C)C)C)N)C. Drug 2: C1C(C(OC1N2C=NC3=C2NC=NCC3O)CO)O. Cell line: UACC62. Synergy scores: CSS=21.5, Synergy_ZIP=-6.10, Synergy_Bliss=0.158, Synergy_Loewe=-22.2, Synergy_HSA=-2.93.